This data is from Peptide-MHC class II binding affinity with 134,281 pairs from IEDB. The task is: Regression. Given a peptide amino acid sequence and an MHC pseudo amino acid sequence, predict their binding affinity value. This is MHC class II binding data. (1) The peptide sequence is QKYVNNTATLLMTSL. The MHC is DRB1_0101 with pseudo-sequence DRB1_0101. The binding affinity (normalized) is 0.663. (2) The peptide sequence is EKKYYAATQFEPLAA. The MHC is HLA-DPA10201-DPB10101 with pseudo-sequence HLA-DPA10201-DPB10101. The binding affinity (normalized) is 0.882. (3) The peptide sequence is QAIANGVPVFFVNCI. The MHC is DRB1_0101 with pseudo-sequence DRB1_0101. The binding affinity (normalized) is 0.734. (4) The peptide sequence is AYDTYKSIPSLEAAV. The MHC is HLA-DPA10301-DPB10402 with pseudo-sequence HLA-DPA10301-DPB10402. The binding affinity (normalized) is 0.350.